Dataset: Full USPTO retrosynthesis dataset with 1.9M reactions from patents (1976-2016). Task: Predict the reactants needed to synthesize the given product. (1) Given the product [Cl:31][CH2:32][C:33]([N:25]1[CH2:26][CH2:27][CH:22]([N:20]2[C:19](=[O:28])[C:18]([CH3:30])([CH3:29])[C:17]([C:9]3[CH:10]=[CH:11][C:12]([O:13][CH:14]([F:15])[F:16])=[C:7]([O:6][CH2:5][CH:2]4[CH2:3][CH2:4]4)[CH:8]=3)=[N:21]2)[CH2:23][CH2:24]1)=[O:34], predict the reactants needed to synthesize it. The reactants are: Cl.[CH:2]1([CH2:5][O:6][C:7]2[CH:8]=[C:9]([C:17]3[C:18]([CH3:30])([CH3:29])[C:19](=[O:28])[N:20]([CH:22]4[CH2:27][CH2:26][NH:25][CH2:24][CH2:23]4)[N:21]=3)[CH:10]=[CH:11][C:12]=2[O:13][CH:14]([F:16])[F:15])[CH2:4][CH2:3]1.[Cl:31][CH2:32][C:33](O[C:33](=[O:34])[CH2:32][Cl:31])=[O:34]. (2) Given the product [CH:1]1([CH2:4][S:5]([CH:8]2[CH2:13][CH2:12][C:11]([CH2:18][NH:19][C:32](=[O:33])[C:31]3[CH:35]=[CH:36][C:37]([C:39]([F:42])([F:40])[F:41])=[N:38][C:30]=3[CH3:29])([CH2:14][CH:15]3[CH2:16][CH2:17]3)[CH2:10][CH2:9]2)(=[O:7])=[O:6])[CH2:3][CH2:2]1, predict the reactants needed to synthesize it. The reactants are: [CH:1]1([CH2:4][S:5]([CH:8]2[CH2:13][CH2:12][C:11]([CH2:18][NH2:19])([CH2:14][CH:15]3[CH2:17][CH2:16]3)[CH2:10][CH2:9]2)(=[O:7])=[O:6])[CH2:3][CH2:2]1.C(N(C(C)C)C(C)C)C.[CH3:29][C:30]1[N:38]=[C:37]([C:39]([F:42])([F:41])[F:40])[CH:36]=[CH:35][C:31]=1[C:32](Cl)=[O:33].O.